This data is from Reaction yield outcomes from USPTO patents with 853,638 reactions. The task is: Predict the reaction yield, written as a fraction of the theoretical maximum amount of product (1.0 means a 100% yield; for example, 0.34 means a 34% yield). The reactants are [C:1]([OH:8])(=[O:7])[CH2:2][CH2:3][CH2:4][CH2:5][CH3:6].O[N:10]1[C:14](=[O:15])[CH2:13][CH2:12][C:11]1=[O:16]. The yield is 0.740. The catalyst is CN(C=O)C. The product is [C:1]([O:8][N:10]1[C:14](=[O:15])[CH2:13][CH2:12][C:11]1=[O:16])(=[O:7])[CH2:2][CH2:3][CH2:4][CH2:5][CH3:6].